Predict the product of the given reaction. From a dataset of Forward reaction prediction with 1.9M reactions from USPTO patents (1976-2016). Given the reactants [CH2:1]([NH:3][C:4]1[CH:5]=[C:6]([N:13]2[CH2:18][CH2:17][N:16]([C:19]([O:21][C:22]([CH3:25])([CH3:24])[CH3:23])=[O:20])[CH2:15][CH2:14]2)[CH:7]=[CH:8][C:9]=1[N+:10]([O-])=O)[CH3:2].CCO.O.NN, predict the reaction product. The product is: [NH2:10][C:9]1[CH:8]=[CH:7][C:6]([N:13]2[CH2:18][CH2:17][N:16]([C:19]([O:21][C:22]([CH3:23])([CH3:24])[CH3:25])=[O:20])[CH2:15][CH2:14]2)=[CH:5][C:4]=1[NH:3][CH2:1][CH3:2].